This data is from Reaction yield outcomes from USPTO patents with 853,638 reactions. The task is: Predict the reaction yield, written as a fraction of the theoretical maximum amount of product (1.0 means a 100% yield; for example, 0.34 means a 34% yield). The reactants are [Li+].C[Si]([N-][Si](C)(C)C)(C)C.[CH3:11][O:12][C:13]([CH:15]1[CH2:19][C:18](=[O:20])[N:17]([C:21]2[C:26]([CH3:27])=[CH:25][CH:24]=[CH:23][C:22]=2[CH3:28])[CH2:16]1)=[O:14].[NH4+].[Cl-].C1C[O:34][CH2:33]C1. No catalyst specified. The product is [CH3:11][O:12][C:13]([C:15]1([CH2:33][OH:34])[CH2:19][C:18](=[O:20])[N:17]([C:21]2[C:26]([CH3:27])=[CH:25][CH:24]=[CH:23][C:22]=2[CH3:28])[CH2:16]1)=[O:14]. The yield is 0.340.